Dataset: Forward reaction prediction with 1.9M reactions from USPTO patents (1976-2016). Task: Predict the product of the given reaction. (1) Given the reactants [F:1][CH:2]([F:30])[CH2:3][O:4][C:5]1[CH:6]=[C:7]2[C:12](=[CH:13][CH:14]=1)[N:11]([CH:15]1[CH2:20][CH2:19][N:18](C(OC(C)(C)C)=O)[CH2:17][CH2:16]1)[C:10](=[O:28])[NH:9][C:8]2=[O:29], predict the reaction product. The product is: [F:30][CH:2]([F:1])[CH2:3][O:4][C:5]1[CH:6]=[C:7]2[C:12](=[CH:13][CH:14]=1)[N:11]([CH:15]1[CH2:16][CH2:17][NH:18][CH2:19][CH2:20]1)[C:10](=[O:28])[NH:9][C:8]2=[O:29]. (2) Given the reactants [NH2:1][C:2]1[C:3]([C:10]([NH:12][C:13](=[NH:16])SC)=[O:11])=[N:4][C:5]([Cl:9])=[C:6]([NH2:8])[N:7]=1.[NH2:17][CH2:18][CH2:19][CH2:20]N, predict the reaction product. The product is: [NH:17]1[CH2:18][CH2:19][CH2:20][NH:16][C:13]1=[N:12][C:10]([C:3]1[C:2]([NH2:1])=[N:7][C:6]([NH2:8])=[C:5]([Cl:9])[N:4]=1)=[O:11]. (3) Given the reactants [CH2:1]([Mg]Cl)[C:2]([CH3:5])([CH3:4])[CH3:3].C(OCC)C.[C:13]([O:17][C:18]([N:20]1[CH2:26][CH2:25][C:24]2[C:27]([S:32][CH2:33][C:34]3[CH:39]=[CH:38][C:37](Br)=[CH:36][N:35]=3)=[C:28]([Cl:31])[CH:29]=[CH:30][C:23]=2[CH2:22][CH2:21]1)=[O:19])([CH3:16])([CH3:15])[CH3:14], predict the reaction product. The product is: [C:13]([O:17][C:18]([N:20]1[CH2:26][CH2:25][C:24]2[C:27]([S:32][CH2:33][C:34]3[CH:39]=[CH:38][C:37]([CH2:1][C:2]([CH3:5])([CH3:4])[CH3:3])=[CH:36][N:35]=3)=[C:28]([Cl:31])[CH:29]=[CH:30][C:23]=2[CH2:22][CH2:21]1)=[O:19])([CH3:16])([CH3:14])[CH3:15]. (4) Given the reactants [Br:1][C:2]1[CH:3]=[C:4]2[C:9](=[CH:10][CH:11]=1)[N:8]=[C:7]([NH2:12])[N:6]=[CH:5]2.N[CH2:14][CH2:15][N:16]1[CH2:21][CH2:20][O:19][CH2:18][CH2:17]1.C1(C)C=CC(S(O)(=O)=O)=CC=1, predict the reaction product. The product is: [Br:1][C:2]1[CH:3]=[C:4]2[C:9](=[CH:10][CH:11]=1)[N:8]=[C:7]([NH:12][CH2:14][CH2:15][N:16]1[CH2:21][CH2:20][O:19][CH2:18][CH2:17]1)[N:6]=[CH:5]2. (5) The product is: [F:39][C:36]([F:37])([F:38])[C:28]1[CH:27]=[C:26]([C:23]([CH3:25])([CH3:24])[C:22]([N:21]([C:18]2[CH:19]=[N:20][C:15]([NH:14][C@@H:10]3[CH2:11][CH2:12][CH2:13][C@H:9]3[OH:8])=[CH:16][C:17]=2[C:42]2[CH:47]=[CH:46][CH:45]=[CH:44][C:43]=2[Cl:48])[CH3:41])=[O:40])[CH:31]=[C:30]([C:32]([F:35])([F:33])[F:34])[CH:29]=1. Given the reactants C([O:8][C@@H:9]1[CH2:13][CH2:12][CH2:11][C@H:10]1[NH:14][C:15]1[N:20]=[CH:19][C:18]([N:21]([CH3:41])[C:22](=[O:40])[C:23]([C:26]2[CH:31]=[C:30]([C:32]([F:35])([F:34])[F:33])[CH:29]=[C:28]([C:36]([F:39])([F:38])[F:37])[CH:27]=2)([CH3:25])[CH3:24])=[C:17]([C:42]2[CH:47]=[CH:46][CH:45]=[CH:44][C:43]=2[Cl:48])[CH:16]=1)C1C=CC=CC=1.B(Cl)(Cl)Cl, predict the reaction product. (6) Given the reactants Cl.Cl.Cl[C:4]1[CH:5]=[C:6]2[C:12]3([CH2:17][CH2:16][NH:15][CH2:14][CH2:13]3)[CH2:11][N:10]([C:18]3[C:19]4[C@H:26]([CH3:27])[CH2:25][C@@H:24](O)[C:20]=4[N:21]=[CH:22][N:23]=3)[C:7]2=[CH:8][CH:9]=1.C=O, predict the reaction product. The product is: [CH2:12]([N:15]1[CH2:16][CH2:17][C:12]2([C:6]3[C:7](=[CH:8][CH:9]=[CH:4][C:5]=3[CH2:22][NH:21][CH:20]([CH3:24])[CH3:19])[N:10]([C:18]3[C:19]4[C@H:26]([CH3:27])[CH2:25][CH2:24][C:20]=4[N:21]=[CH:22][N:23]=3)[CH2:11]2)[CH2:13][CH2:14]1)[C:6]1[CH:7]=[CH:8][CH:9]=[CH:4][CH:5]=1. (7) Given the reactants [CH3:1][O:2][C@@H:3]1[C@@H:7]([O:8][CH3:9])[CH2:6][N:5](C(OC(C)(C)C)=O)[CH2:4]1, predict the reaction product. The product is: [CH3:1][O:2][C@@H:3]1[C@@H:7]([O:8][CH3:9])[CH2:6][NH:5][CH2:4]1. (8) The product is: [CH3:30][C@@:24]1([C:19]2[CH:18]=[CH:17][C:16]3[C:21](=[CH:22][CH:23]=[C:14]([O:12][CH:3]4[CH2:2][CH2:1][C:6]5([CH2:7][CH2:8][CH2:9][CH2:10][CH2:11]5)[CH2:5][CH2:4]4)[C:15]=3[C:31]([F:34])([F:32])[F:33])[CH:20]=2)[CH2:28][O:27][C:26](=[O:29])[NH:25]1. Given the reactants [CH2:1]1[C:6]2([CH2:11][CH2:10][CH2:9][CH2:8][CH2:7]2)[CH2:5][CH2:4][CH:3]([OH:12])[CH2:2]1.O[C:14]1[C:15]([C:31]([F:34])([F:33])[F:32])=[C:16]2[C:21](=[CH:22][CH:23]=1)[CH:20]=[C:19]([C@:24]1([CH3:30])[CH2:28][O:27][C:26](=[O:29])[NH:25]1)[CH:18]=[CH:17]2.C1(P(C2C=CC=CC=2)C2C=CC=CC=2)C=CC=CC=1.O1CCCC1.N(C(OC(C)C)=O)=NC(OC(C)C)=O, predict the reaction product. (9) Given the reactants [CH:1]([C:4]1[CH:5]=[C:6]([C:16]#[C:17][C:18]2[CH:23]=[CH:22][C:21]([CH2:24][C:25]([O:27]C)=[O:26])=[CH:20][CH:19]=2)[CH:7]=[CH:8][C:9]=1[CH2:10][O:11][C:12]1([CH3:15])[CH2:14][CH2:13]1)([CH3:3])[CH3:2].[OH-].[Na+], predict the reaction product. The product is: [CH:1]([C:4]1[CH:5]=[C:6]([C:16]#[C:17][C:18]2[CH:19]=[CH:20][C:21]([CH2:24][C:25]([OH:27])=[O:26])=[CH:22][CH:23]=2)[CH:7]=[CH:8][C:9]=1[CH2:10][O:11][C:12]1([CH3:15])[CH2:13][CH2:14]1)([CH3:3])[CH3:2].